Dataset: Forward reaction prediction with 1.9M reactions from USPTO patents (1976-2016). Task: Predict the product of the given reaction. Given the reactants C(OC(=O)[NH:7][C@@H:8]([CH2:36][OH:37])[CH2:9][O:10][C:11]1[CH:12]=[N:13][CH:14]=[C:15]([C:17]2[CH:18]=[C:19]3[C:24](=[C:25]([NH2:27])[N:26]=2)[CH:23]=[N:22][C:21]2[CH:28]=[C:29]([O:34][CH3:35])[C:30]([O:32][CH3:33])=[CH:31][C:20]3=2)[CH:16]=1)(C)(C)C.Cl, predict the reaction product. The product is: [NH2:7][C@H:8]([CH2:9][O:10][C:11]1[CH:12]=[N:13][CH:14]=[C:15]([C:17]2[CH:18]=[C:19]3[C:24](=[C:25]([NH2:27])[N:26]=2)[CH:23]=[N:22][C:21]2[CH:28]=[C:29]([O:34][CH3:35])[C:30]([O:32][CH3:33])=[CH:31][C:20]3=2)[CH:16]=1)[CH2:36][OH:37].